This data is from Full USPTO retrosynthesis dataset with 1.9M reactions from patents (1976-2016). The task is: Predict the reactants needed to synthesize the given product. Given the product [NH2:25][C:11]1[C:10]([C:8]2[S:9][C:5]3[CH:4]=[CH:3][C:2]([NH:1][C:39]([NH:38][C:29]4[CH:30]=[C:31]([C:34]([F:35])([F:37])[F:36])[CH:32]=[CH:33][C:28]=4[F:27])=[O:40])=[CH:26][C:6]=3[CH:7]=2)=[CH:15][C:14]([B:16]2[O:20][C:19]([CH3:22])([CH3:21])[C:18]([CH3:24])([CH3:23])[O:17]2)=[CH:13][N:12]=1, predict the reactants needed to synthesize it. The reactants are: [NH2:1][C:2]1[CH:3]=[CH:4][C:5]2[S:9][C:8]([C:10]3[C:11]([NH2:25])=[N:12][CH:13]=[C:14]([B:16]4[O:20][C:19]([CH3:22])([CH3:21])[C:18]([CH3:24])([CH3:23])[O:17]4)[CH:15]=3)=[CH:7][C:6]=2[CH:26]=1.[F:27][C:28]1[CH:33]=[CH:32][C:31]([C:34]([F:37])([F:36])[F:35])=[CH:30][C:29]=1[N:38]=[C:39]=[O:40].